Dataset: CYP2D6 inhibition data for predicting drug metabolism from PubChem BioAssay. Task: Regression/Classification. Given a drug SMILES string, predict its absorption, distribution, metabolism, or excretion properties. Task type varies by dataset: regression for continuous measurements (e.g., permeability, clearance, half-life) or binary classification for categorical outcomes (e.g., BBB penetration, CYP inhibition). Dataset: cyp2d6_veith. (1) The molecule is CCC(=O)[C@@]1(C)[C@H](C)C[C@@H]2[C@@H]3CCC4=CC(=O)C=C[C@@]4(C)[C@H]3[C@H](O)C[C@]21C. The result is 0 (non-inhibitor). (2) The result is 0 (non-inhibitor). The compound is O=C(c1cc(C(F)(F)F)cc(C(F)(F)F)c1)N1CCC[C@@]2(CCN(c3ncccn3)C2)C1.